From a dataset of Reaction yield outcomes from USPTO patents with 853,638 reactions. Predict the reaction yield, written as a fraction of the theoretical maximum amount of product (1.0 means a 100% yield; for example, 0.34 means a 34% yield). (1) The yield is 0.0920. The reactants are B(Br)(Br)Br.[F:5][C:6]1[C:15]([NH:16][S:17]([C:20]2[CH:25]=[CH:24][C:23]([O:26]C)=[CH:22][C:21]=2[CH3:28])(=[O:19])=[O:18])=[CH:14][C:9]2[B:10]([OH:13])[O:11][CH2:12][C:8]=2[CH:7]=1. The catalyst is C(Cl)Cl. The product is [F:5][C:6]1[C:15]([NH:16][S:17]([C:20]2[CH:25]=[CH:24][C:23]([OH:26])=[CH:22][C:21]=2[CH3:28])(=[O:18])=[O:19])=[CH:14][C:9]2[B:10]([OH:13])[O:11][CH2:12][C:8]=2[CH:7]=1. (2) The reactants are [NH2:1][C:2]([C:4]1[C:5]([NH:11][C@@H:12]2[CH2:20][C@H:19]3[N:15]([CH2:16][CH2:17][CH2:18]3)[C:14]([CH3:22])([CH3:21])[CH2:13]2)=[N:6][C:7]([Cl:10])=[N:8][CH:9]=1)=O.C(N(CC)CC)C.FC(F)(F)C(OC(=O)C(F)(F)F)=O. The catalyst is C1COCC1. The product is [Cl:10][C:7]1[N:6]=[C:5]([NH:11][C@@H:12]2[CH2:20][C@H:19]3[N:15]([CH2:16][CH2:17][CH2:18]3)[C:14]([CH3:21])([CH3:22])[CH2:13]2)[C:4]([C:2]#[N:1])=[CH:9][N:8]=1. The yield is 0.890. (3) The reactants are Cl[CH2:2][CH2:3][CH2:4][S:5]([N:8]1[CH2:13][CH2:12][CH:11]([C:14]2[C:22]3[C:17](=[C:18]([C:29]([NH2:31])=[O:30])[CH:19]=[C:20]([C:23]4[CH:28]=[CH:27][CH:26]=[CH:25][CH:24]=4)[CH:21]=3)[NH:16][CH:15]=2)[CH2:10][CH2:9]1)(=[O:7])=[O:6].[F:32][C:33]([F:42])([F:41])[C:34]1[CH:35]=[C:36]([OH:40])[CH:37]=[CH:38][CH:39]=1.C([O-])([O-])=O.[K+].[K+]. The catalyst is [I-].[Na+]. The product is [C:23]1([C:20]2[CH:21]=[C:22]3[C:17](=[C:18]([C:29]([NH2:31])=[O:30])[CH:19]=2)[NH:16][CH:15]=[C:14]3[CH:11]2[CH2:12][CH2:13][N:8]([S:5]([CH2:4][CH2:3][CH2:2][O:40][C:36]3[CH:37]=[CH:38][CH:39]=[C:34]([C:33]([F:32])([F:41])[F:42])[CH:35]=3)(=[O:7])=[O:6])[CH2:9][CH2:10]2)[CH:28]=[CH:27][CH:26]=[CH:25][CH:24]=1. The yield is 0.490. (4) The reactants are [CH3:1][O:2][C:3]([C:5]1[C:10](Cl)=[C:9]([NH2:12])[C:8]([F:13])=[C:7]([C:14]2[CH:19]=[CH:18][C:17]([Cl:20])=[CH:16][CH:15]=2)[N:6]=1)=[O:4].[CH3:21][Sn](C)(C)C. The catalyst is Cl[Pd](Cl)([P](C1C=CC=CC=1)(C1C=CC=CC=1)C1C=CC=CC=1)[P](C1C=CC=CC=1)(C1C=CC=CC=1)C1C=CC=CC=1. The product is [CH3:1][O:2][C:3]([C:5]1[C:10]([CH3:21])=[C:9]([NH2:12])[C:8]([F:13])=[C:7]([C:14]2[CH:19]=[CH:18][C:17]([Cl:20])=[CH:16][CH:15]=2)[N:6]=1)=[O:4]. The yield is 0.382. (5) The reactants are [OH:1][CH2:2][CH:3]1[CH2:8][CH2:7][CH:6]([C:9]([O:11][CH3:12])=[O:10])[CH2:5][CH2:4]1.C([O-])(O)=O.[Na+].CC(OI1(OC(C)=O)(OC(C)=O)OC(=O)C2C=CC=CC1=2)=O.S([O-])([O-])(=O)=S.[Na+].[Na+]. The catalyst is C(Cl)Cl.CCOCC. The product is [CH:2]([CH:3]1[CH2:4][CH2:5][CH:6]([C:9]([O:11][CH3:12])=[O:10])[CH2:7][CH2:8]1)=[O:1]. The yield is 0.990. (6) The reactants are [NH2:1][C:2]1([CH2:6][NH:7][C:8]2[C:17]3[C:12](=[CH:13][CH:14]=[C:15]([CH3:18])[CH:16]=3)[N:11]=[C:10]([N:19]3[CH2:25][C:24]4[CH:26]=[CH:27][CH:28]=[C:29](F)[C:23]=4[S:22](=[O:32])(=[O:31])[CH2:21][CH2:20]3)[CH:9]=2)[CH2:5][O:4][CH2:3]1.[CH3:33][O-:34].[Na+]. The catalyst is CO. The product is [NH2:1][C:2]1([CH2:6][NH:7][C:8]2[C:17]3[C:12](=[CH:13][CH:14]=[C:15]([CH3:18])[CH:16]=3)[N:11]=[C:10]([N:19]3[CH2:25][C:24]4[CH:26]=[CH:27][CH:28]=[C:29]([O:34][CH3:33])[C:23]=4[S:22](=[O:32])(=[O:31])[CH2:21][CH2:20]3)[CH:9]=2)[CH2:5][O:4][CH2:3]1. The yield is 0.290.